This data is from Forward reaction prediction with 1.9M reactions from USPTO patents (1976-2016). The task is: Predict the product of the given reaction. (1) Given the reactants O.[C@@H:2]1([N:10]2[C:20]3[N:19]=[C:17]([NH2:18])[NH:16][C:14](=[O:15])[C:13]=3[N:12]=[CH:11]2)[O:9][C@H:6]([CH2:7][OH:8])[C@@H:4]([OH:5])[CH2:3]1.C(N(CC)CC)C.[C:28](Cl)(=[O:44])[CH2:29][CH2:30][CH2:31][CH2:32][CH2:33][CH2:34][CH2:35][CH2:36][CH2:37][CH2:38][CH2:39][CH2:40][CH2:41][CH2:42][CH3:43].C(=O)(O)[O-].[Na+], predict the reaction product. The product is: [C:28]([C@@:2]1([N:10]2[C:20]3[N:19]=[C:17]([NH2:18])[NH:16][C:14](=[O:15])[C:13]=3[N:12]=[CH:11]2)[O:9][C@H:6]([CH2:7][OH:8])[C@@H:4]([OH:5])[CH2:3]1)(=[O:44])[CH2:29][CH2:30][CH2:31][CH2:32][CH2:33][CH2:34][CH2:35][CH2:36][CH2:37][CH2:38][CH2:39][CH2:40][CH2:41][CH2:42][CH3:43]. (2) Given the reactants [C:1]([O:5][C:6](=[O:22])[NH:7][C:8]1[CH:13]=[C:12]([N:14]([CH3:16])[CH3:15])[C:11]([C:17]([F:20])([F:19])[F:18])=[CH:10][C:9]=1[NH2:21])([CH3:4])([CH3:3])[CH3:2].[N:23]1([C:28]2[CH:29]=[C:30]([C:34]3[O:39]C(C)(C)[O:37][C:36](=O)[CH:35]=3)[CH:31]=[CH:32][CH:33]=2)[CH:27]=[CH:26][N:25]=[CH:24]1, predict the reaction product. The product is: [C:1]([O:5][C:6](=[O:22])[NH:7][C:8]1[CH:13]=[C:12]([N:14]([CH3:16])[CH3:15])[C:11]([C:17]([F:20])([F:19])[F:18])=[CH:10][C:9]=1[NH:21][C:36](=[O:37])[CH2:35][C:34]([C:30]1[CH:31]=[CH:32][CH:33]=[C:28]([N:23]2[CH:27]=[CH:26][N:25]=[CH:24]2)[CH:29]=1)=[O:39])([CH3:4])([CH3:2])[CH3:3]. (3) Given the reactants [CH2:1]([C@H:8]1[CH2:12][O:11][C:10](=[O:13])[N:9]1[C:14](=[O:27])[CH2:15][O:16][C:17]1[CH:22]=[CH:21][C:20]([C:23]([CH3:26])([CH3:25])[CH3:24])=[CH:19][CH:18]=1)[C:2]1[CH:7]=[CH:6][CH:5]=[CH:4][CH:3]=1.[O-]S(C(F)(F)F)(=O)=O.C([B+]CCCC)CCC.[CH2:45]([O:52][C:53]1[CH:60]=[CH:59][C:56]([CH:57]=[O:58])=[CH:55][CH:54]=1)[C:46]1[CH:51]=[CH:50][CH:49]=[CH:48][CH:47]=1, predict the reaction product. The product is: [CH2:1]([C@H:8]1[CH2:12][O:11][C:10](=[O:13])[N:9]1[C:14](=[O:27])[C@@H:15]([O:16][C:17]1[CH:22]=[CH:21][C:20]([C:23]([CH3:24])([CH3:26])[CH3:25])=[CH:19][CH:18]=1)[C@@H:57]([C:56]1[CH:59]=[CH:60][C:53]([O:52][CH2:45][C:46]2[CH:51]=[CH:50][CH:49]=[CH:48][CH:47]=2)=[CH:54][CH:55]=1)[OH:58])[C:2]1[CH:7]=[CH:6][CH:5]=[CH:4][CH:3]=1. (4) Given the reactants Cl[C:2]1[N:7]2[CH:8]=[C:9]([CH3:11])[N:10]=[C:6]2[CH:5]=[N:4][C:3]=1[C:12]#[C:13][Si](C)(C)C.O.O.O.O.O.O.O.O.O.[S-2:27].[Na+].[Na+], predict the reaction product. The product is: [CH3:11][C:9]1[N:10]=[C:6]2[CH:5]=[N:4][C:3]3[CH:12]=[CH:13][S:27][C:2]=3[N:7]2[CH:8]=1. (5) Given the reactants COC1C=CC(C(C2C=CC(OC)=C(OC)C=2)=O)=CC=1[N+]([O-])=O.[CH3:24][O:25][C:26]1[CH:27]=[CH:28][C:29]([N+:46]([O-:48])=[O:47])=[C:30]([CH:32]([C:34]2[CH:39]=[C:38]([O:40][CH3:41])[C:37]([O:42][CH3:43])=[C:36]([O:44][CH3:45])[CH:35]=2)[OH:33])[CH:31]=1.[Cr](Cl)([O-])(=O)=O.[NH+]1C=CC=CC=1, predict the reaction product. The product is: [CH3:24][O:25][C:26]1[CH:27]=[CH:28][C:29]([N+:46]([O-:48])=[O:47])=[C:30]([C:32]([C:34]2[CH:35]=[C:36]([O:44][CH3:45])[C:37]([O:42][CH3:43])=[C:38]([O:40][CH3:41])[CH:39]=2)=[O:33])[CH:31]=1. (6) Given the reactants [Cl:1][C:2]1[C:7]2[NH:8][CH:9]=[CH:10][C:6]=2[C:5]([C:11]([OH:13])=O)=[CH:4][N:3]=1.Cl.[CH:15]1([CH2:19][NH2:20])[CH2:18][CH2:17][CH2:16]1, predict the reaction product. The product is: [CH:15]1([CH2:19][NH:20][C:11]([C:5]2[C:6]3[CH:10]=[CH:9][NH:8][C:7]=3[C:2]([Cl:1])=[N:3][CH:4]=2)=[O:13])[CH2:18][CH2:17][CH2:16]1. (7) Given the reactants Cl[C:2]1[CH:7]=[CH:6][C:5]([S:8]([NH2:11])(=[O:10])=[O:9])=[CH:4][C:3]=1[N+:12]([O-:14])=[O:13].[O:15]([C:22]1[CH:28]=[CH:27][CH:26]=[CH:25][C:23]=1[NH2:24])[C:16]1[CH:21]=[CH:20][CH:19]=[CH:18][CH:17]=1.C[Si](C)(C)[N-][Si](C)(C)C.[Li+], predict the reaction product. The product is: [N+:12]([C:3]1[CH:4]=[C:5]([S:8]([NH2:11])(=[O:10])=[O:9])[CH:6]=[CH:7][C:2]=1[NH:24][C:23]1[CH:25]=[CH:26][CH:27]=[CH:28][C:22]=1[O:15][C:16]1[CH:17]=[CH:18][CH:19]=[CH:20][CH:21]=1)([O-:14])=[O:13]. (8) Given the reactants [C:1]1(=[O:6])[CH2:5][CH2:4][CH2:3][CH2:2]1.[CH:7](=O)[CH2:8][CH2:9][CH2:10][CH3:11].[OH-].[Na+].Cl, predict the reaction product. The product is: [CH2:7]([C:2]1[C:1](=[O:6])[CH2:5][CH2:4][CH:3]=1)[CH2:8][CH2:9][CH2:10][CH3:11]. (9) Given the reactants Br[C:2]1[CH:7]=[CH:6][C:5]([NH:8][C:9]([N:11]2[CH2:16][CH2:15][O:14][CH2:13][CH2:12]2)=[O:10])=[C:4]([C:17](=[O:21])[N:18]([CH3:20])[CH3:19])[CH:3]=1.[B:22]1([B:22]2[O:26][C:25]([CH3:28])([CH3:27])[C:24]([CH3:30])([CH3:29])[O:23]2)[O:26][C:25]([CH3:28])([CH3:27])[C:24]([CH3:30])([CH3:29])[O:23]1.C([O-])(=O)C.[K+].ClCCl, predict the reaction product. The product is: [CH3:19][N:18]([CH3:20])[C:17]([C:4]1[CH:3]=[C:2]([B:22]2[O:26][C:25]([CH3:28])([CH3:27])[C:24]([CH3:30])([CH3:29])[O:23]2)[CH:7]=[CH:6][C:5]=1[NH:8][C:9]([N:11]1[CH2:16][CH2:15][O:14][CH2:13][CH2:12]1)=[O:10])=[O:21]. (10) Given the reactants [CH2:1]([O:3][CH2:4][CH2:5][O:6][CH2:7][CH2:8][OH:9])[CH3:2].Cl[C:11]1[C:20]2[C:15](=[CH:16][C:17]([O:21][CH3:22])=[CH:18][CH:19]=2)[CH:14]=[C:13]([NH:23][C:24]2[CH:28]=[C:27]([CH3:29])[NH:26][N:25]=2)[N:12]=1, predict the reaction product. The product is: [CH2:1]([O:3][CH2:4][CH2:5][O:6][CH2:7][CH2:8][O:9][C:11]1[C:20]2[C:15](=[CH:16][C:17]([O:21][CH3:22])=[CH:18][CH:19]=2)[CH:14]=[C:13]([NH:23][C:24]2[CH:28]=[C:27]([CH3:29])[NH:26][N:25]=2)[N:12]=1)[CH3:2].